Dataset: Catalyst prediction with 721,799 reactions and 888 catalyst types from USPTO. Task: Predict which catalyst facilitates the given reaction. (1) Reactant: [NH2:1][C:2]1[C:10]([O:11][CH3:12])=[CH:9][CH:8]=[CH:7][C:3]=1[C:4]([OH:6])=[O:5].[BrH:13].O. Product: [NH2:1][C:2]1[C:10]([O:11][CH3:12])=[CH:9][C:8]([Br:13])=[CH:7][C:3]=1[C:4]([OH:6])=[O:5]. The catalyst class is: 16. (2) Reactant: C(OC([N:8]1[C:16]2[C:11](=[CH:12][CH:13]=[CH:14][CH:15]=2)[CH:10]=[C:9]1[C:17]1[CH:22]=[C:21]([C:23]2[CH:28]=[CH:27][N:26]=[CH:25][CH:24]=2)[N:20]=[N:19][C:18]=1[O:29]C)=O)(C)(C)C.C[Si](C)(C)Cl.Cl.CN(C)C=O. Product: [NH:8]1[C:16]2[C:11](=[CH:12][CH:13]=[CH:14][CH:15]=2)[CH:10]=[C:9]1[C:17]1[C:18](=[O:29])[NH:19][N:20]=[C:21]([C:23]2[CH:28]=[CH:27][N:26]=[CH:25][CH:24]=2)[CH:22]=1. The catalyst class is: 880. (3) Product: [CH:1]1([N:5]2[CH2:11][C:10]([F:13])([F:12])[C:9](=[O:14])[N:8]([CH3:15])[C:7]3[CH:16]=[N:17][C:18]([NH:20][C:21]4[CH:29]=[CH:28][C:24]([C:25]([NH2:32])=[O:26])=[CH:23][CH:22]=4)=[N:19][C:6]2=3)[CH2:2][CH2:3][CH2:4]1. Reactant: [CH:1]1([N:5]2[CH2:11][C:10]([F:13])([F:12])[C:9](=[O:14])[N:8]([CH3:15])[C:7]3[CH:16]=[N:17][C:18]([NH:20][C:21]4[CH:29]=[CH:28][C:24]([C:25](O)=[O:26])=[CH:23][CH:22]=4)=[N:19][C:6]2=3)[CH2:4][CH2:3][CH2:2]1.C([N:32](CC)CC)C.F[P-](F)(F)(F)(F)F.CN(C(N(C)C)=[N+]1C2C(=NC=CC=2)[N+]([O-])=N1)C.[Cl-].[NH4+]. The catalyst class is: 434. (4) Reactant: C(NC(C)C)(C)C.[Li]CCCC.[CH3:13][C:14]1[CH:19]=[CH:18][N:17]=[CH:16][N:15]=1.[C:20]([C:22]1[CH:23]=[C:24]([CH:31]=[CH:32][CH:33]=1)[C:25](N(OC)C)=[O:26])#[N:21]. Product: [N:17]1[CH:18]=[CH:19][C:14]([CH2:13][C:25]([C:24]2[CH:23]=[C:22]([CH:33]=[CH:32][CH:31]=2)[C:20]#[N:21])=[O:26])=[N:15][CH:16]=1. The catalyst class is: 20. (5) Reactant: [CH2:1]([O:3][C@H:4]1[CH2:9][CH2:8][C@H:7]([C:10](OC)=[O:11])[CH2:6][CH2:5]1)[CH3:2].[H-].[H-].[H-].[H-].[Li+].[Al+3].C(OCC)(=O)C. Product: [CH2:1]([O:3][C@H:4]1[CH2:9][CH2:8][C@H:7]([CH2:10][OH:11])[CH2:6][CH2:5]1)[CH3:2]. The catalyst class is: 1. (6) Reactant: [CH3:1][N:2]1[CH2:7][CH2:6][N:5]([CH2:8][CH2:9][O:10][C:11]2[CH:12]=[C:13]([NH2:18])[C:14]([NH2:17])=[CH:15][CH:16]=2)[CH2:4][CH2:3]1.O.[N:20]#[C:21]Br. Product: [CH3:1][N:2]1[CH2:7][CH2:6][N:5]([CH2:8][CH2:9][O:10][C:11]2[CH:16]=[CH:15][C:14]3[NH:17][C:21]([NH2:20])=[N:18][C:13]=3[CH:12]=2)[CH2:4][CH2:3]1. The catalyst class is: 15.